From a dataset of Catalyst prediction with 721,799 reactions and 888 catalyst types from USPTO. Predict which catalyst facilitates the given reaction. (1) Reactant: [Cl:1][C:2]1[C:3]([F:14])=[C:4]([C:7]([C:10]([F:13])([F:12])[F:11])=[CH:8][CH:9]=1)[CH:5]=[O:6].[CH:15]([Mg]Br)=[CH2:16]. Product: [Cl:1][C:2]1[C:3]([F:14])=[C:4]([CH:5]([OH:6])[CH:15]=[CH2:16])[C:7]([C:10]([F:12])([F:13])[F:11])=[CH:8][CH:9]=1. The catalyst class is: 1. (2) Reactant: [C:1]([C:5]1[CH:12]=[CH:11][C:8]([C:9]#[N:10])=[C:7]([OH:13])[CH:6]=1)([CH3:4])([CH3:3])[CH3:2].[C:14](=O)([O-])[O-].[K+].[K+].IC. Product: [C:1]([C:5]1[CH:12]=[CH:11][C:8]([C:9]#[N:10])=[C:7]([O:13][CH3:14])[CH:6]=1)([CH3:4])([CH3:2])[CH3:3]. The catalyst class is: 9. (3) Reactant: Cl.[N:2]1[CH:7]=[CH:6][CH:5]=[C:4]([C:8]2[CH:9]=[N:10][C:11]3[N:12]([N:14]=[CH:15][C:16]=3[C:17]3[CH:18]=[C:19]([C:22]([OH:24])=O)[S:20][CH:21]=3)[CH:13]=2)[CH:3]=1.[F:25][C:26]([F:37])([F:36])[CH:27]([C:29]1[CH:34]=[CH:33][CH:32]=[C:31]([CH3:35])[N:30]=1)[NH2:28].F[P-](F)(F)(F)(F)F.N1(O[P+](N(C)C)(N(C)C)N(C)C)C2C=CC=CC=2N=N1.C(N(CC)C(C)C)(C)C. Product: [N:2]1[CH:7]=[CH:6][CH:5]=[C:4]([C:8]2[CH:9]=[N:10][C:11]3[N:12]([N:14]=[CH:15][C:16]=3[C:17]3[CH:18]=[C:19]([C:22]([NH:28][CH:27]([C:29]4[CH:34]=[CH:33][CH:32]=[C:31]([CH3:35])[N:30]=4)[C:26]([F:25])([F:36])[F:37])=[O:24])[S:20][CH:21]=3)[CH:13]=2)[CH:3]=1. The catalyst class is: 3. (4) The catalyst class is: 3. Reactant: [CH3:1][O:2][C:3]1[CH:11]=[CH:10][C:9]2[NH:8][C:7]3[CH2:12][CH2:13][N:14]([CH3:16])[CH2:15][C:6]=3[C:5]=2[CH:4]=1.[H-].[Na+].[CH3:19][C:20]1([C:23]2[CH:28]=[CH:27][N:26]=[CH:25][CH:24]=2)[CH2:22][O:21]1. Product: [CH3:1][O:2][C:3]1[CH:11]=[CH:10][C:9]2[N:8]([CH2:19][C:20]([C:23]3[CH:28]=[CH:27][N:26]=[CH:25][CH:24]=3)([OH:21])[CH3:22])[C:7]3[CH2:12][CH2:13][N:14]([CH3:16])[CH2:15][C:6]=3[C:5]=2[CH:4]=1. (5) Reactant: [Cl:1][C:2]1[C:3]2[CH:10]=[C:9](I)[N:8]([CH2:12][O:13][CH2:14][CH2:15][Si:16]([CH3:19])([CH3:18])[CH3:17])[C:4]=2[N:5]=[CH:6][N:7]=1.[C:20]([N:27](C(OC(C)(C)C)=O)[C:28]1[CH:33]=[N:32][CH:31]=[C:30](B2OC(C)(C)C(C)(C)O2)[N:29]=1)([O:22][C:23]([CH3:26])([CH3:25])[CH3:24])=[O:21].C([O-])(O)=O.[Na+]. Product: [Cl:1][C:2]1[C:3]2[CH:10]=[C:9]([C:30]3[N:29]=[C:28]([NH:27][C:20](=[O:21])[O:22][C:23]([CH3:25])([CH3:24])[CH3:26])[CH:33]=[N:32][CH:31]=3)[N:8]([CH2:12][O:13][CH2:14][CH2:15][Si:16]([CH3:19])([CH3:18])[CH3:17])[C:4]=2[N:5]=[CH:6][N:7]=1. The catalyst class is: 38. (6) Product: [CH3:10][CH:3]([C:2](=[O:1])[CH2:8][CH3:9])[C:4]([O:6][CH3:7])=[O:5]. Reactant: [O:1]=[C:2]([CH2:8][CH3:9])[CH2:3][C:4]([O:6][CH3:7])=[O:5].[C:10](=O)([O-])[O-].[K+].[K+].IC. The catalyst class is: 7.